This data is from Catalyst prediction with 721,799 reactions and 888 catalyst types from USPTO. The task is: Predict which catalyst facilitates the given reaction. Reactant: [CH2:1]([N:8]1[C:16]2[C:11](=[CH:12][C:13]([C:17]3[CH:22]=[CH:21][C:20]([OH:23])=[CH:19][CH:18]=3)=[CH:14][CH:15]=2)[C:10]([CH2:24][C:25]2[CH:30]=[CH:29][CH:28]=[CH:27][CH:26]=2)=[C:9]1[CH3:31])[C:2]1[CH:7]=[CH:6][CH:5]=[CH:4][CH:3]=1.C([O-])([O-])=O.[K+].[K+].Br[CH2:39][C:40]([O:42][CH3:43])=[O:41]. Product: [CH3:43][O:42][C:40](=[O:41])[CH2:39][O:23][C:20]1[CH:21]=[CH:22][C:17]([C:13]2[CH:12]=[C:11]3[C:16](=[CH:15][CH:14]=2)[N:8]([CH2:1][C:2]2[CH:3]=[CH:4][CH:5]=[CH:6][CH:7]=2)[C:9]([CH3:31])=[C:10]3[CH2:24][C:25]2[CH:30]=[CH:29][CH:28]=[CH:27][CH:26]=2)=[CH:18][CH:19]=1. The catalyst class is: 21.